This data is from Full USPTO retrosynthesis dataset with 1.9M reactions from patents (1976-2016). The task is: Predict the reactants needed to synthesize the given product. (1) Given the product [CH3:14][C:10]([S:9][C:6]1[S:7][CH:8]=[C:4]([CH2:3][CH2:2][NH:1][C:44](=[O:45])[CH2:43][CH2:42][CH2:41][CH2:40][CH2:39][CH2:38][CH:37]([CH3:36])[CH3:47])[N:5]=1)([CH3:15])[C:11]([OH:13])=[O:12], predict the reactants needed to synthesize it. The reactants are: [NH2:1][CH2:2][CH2:3][C:4]1[N:5]=[C:6]([S:9][C:10]([CH3:15])([CH3:14])[C:11]([OH:13])=[O:12])[S:7][CH:8]=1.C1C=C2N=NN(O)C2=CC=1.O.C(N=C=NC(C)C)(C)C.[CH3:36][CH:37]([CH3:47])[CH2:38][CH2:39][CH2:40][CH2:41][CH2:42][CH2:43][C:44](O)=[O:45]. (2) Given the product [Cl:1][C:2]1[CH:3]=[C:4]([CH:8]=[C:9]([O:11][CH3:12])[N:10]=1)[C:5]([O:7][CH2:17][CH3:18])=[O:6], predict the reactants needed to synthesize it. The reactants are: [Cl:1][C:2]1[CH:3]=[C:4]([CH:8]=[C:9]([O:11][CH3:12])[N:10]=1)[C:5]([OH:7])=[O:6].S(Cl)(Cl)=O.[CH2:17](O)[CH3:18].